This data is from TCR-epitope binding with 47,182 pairs between 192 epitopes and 23,139 TCRs. The task is: Binary Classification. Given a T-cell receptor sequence (or CDR3 region) and an epitope sequence, predict whether binding occurs between them. (1) The epitope is GLCTLVAML. The TCR CDR3 sequence is CASSSGLLSNTGELFF. Result: 1 (the TCR binds to the epitope). (2) The epitope is FLYNLLTRV. The TCR CDR3 sequence is CASSLDVATNEKLFF. Result: 1 (the TCR binds to the epitope). (3) The TCR CDR3 sequence is CASSLGGTNHGYTF. Result: 1 (the TCR binds to the epitope). The epitope is KRWIILGLNK. (4) The epitope is YLNTLTLAV. The TCR CDR3 sequence is CASSLGDWWEQFF. Result: 1 (the TCR binds to the epitope). (5) The epitope is TAFTIPSI. The TCR CDR3 sequence is CASSEAVLGGNSYEQYF. Result: 0 (the TCR does not bind to the epitope). (6) The epitope is IPRRNVATL. The TCR CDR3 sequence is CASSSHSLTMNTEAFF. Result: 0 (the TCR does not bind to the epitope). (7) The epitope is RAKFKQLL. The TCR CDR3 sequence is CASSPLAGVGETQYF. Result: 1 (the TCR binds to the epitope). (8) The epitope is LLMPILTLT. The TCR CDR3 sequence is CASSLGQASTDTQYF. Result: 0 (the TCR does not bind to the epitope). (9) The epitope is HLVDFQVTI. The TCR CDR3 sequence is CASSKRADRPEEGYTF. Result: 1 (the TCR binds to the epitope).